Dataset: Full USPTO retrosynthesis dataset with 1.9M reactions from patents (1976-2016). Task: Predict the reactants needed to synthesize the given product. (1) The reactants are: [C:1]([O:5][C:6](=[O:14])[N:7]([CH2:9][CH2:10][CH2:11][CH2:12][NH2:13])[CH3:8])([CH3:4])([CH3:3])[CH3:2].[CH3:15][C:16]1[C:17]([CH:23]=O)=[N:18][CH:19]=[C:20]([CH3:22])[CH:21]=1.[BH-](OC(C)=O)(OC(C)=O)OC(C)=O.[Na+]. Given the product [C:1]([O:5][C:6](=[O:14])[N:7]([CH2:9][CH2:10][CH2:11][CH2:12][NH:13][CH2:23][C:17]1[C:16]([CH3:15])=[CH:21][C:20]([CH3:22])=[CH:19][N:18]=1)[CH3:8])([CH3:4])([CH3:2])[CH3:3], predict the reactants needed to synthesize it. (2) Given the product [NH2:8][C@@H:9]([CH2:23][CH3:24])[CH:10]([C:12]1[O:16][N:15]=[C:14]([C:17]2[CH:22]=[CH:21][CH:20]=[CH:19][CH:18]=2)[N:13]=1)[OH:11], predict the reactants needed to synthesize it. The reactants are: C(OC([NH:8][C@@H:9]([CH2:23][CH3:24])[CH:10]([C:12]1[O:16][N:15]=[C:14]([C:17]2[CH:22]=[CH:21][CH:20]=[CH:19][CH:18]=2)[N:13]=1)[OH:11])=O)(C)(C)C.C(O)(C(F)(F)F)=O. (3) Given the product [CH3:7][CH:1]1[CH2:16][CH2:10][C:11]2[C:3](=[CH:15][CH:14]=[CH:13][CH:12]=2)[C:2]1=[O:4], predict the reactants needed to synthesize it. The reactants are: [CH3:1][C:2](C)([O-:4])[CH3:3].[K+].[CH2:7](O)C.[C:10]1([CH3:16])[CH:15]=[CH:14][CH:13]=[CH:12][CH:11]=1. (4) Given the product [N:1]1([C:6]2[CH:7]=[CH:8][C:9]([NH:12][C:13]([N:35]3[CH2:36][CH2:37][N:32]([C:30]4[S:29][N:28]=[C:27]([C:21]5[CH:26]=[CH:25][CH:24]=[CH:23][CH:22]=5)[N:31]=4)[CH2:33][CH2:34]3)=[O:20])=[CH:10][CH:11]=2)[CH:5]=[CH:4][N:3]=[CH:2]1, predict the reactants needed to synthesize it. The reactants are: [N:1]1([C:6]2[CH:11]=[CH:10][C:9]([NH:12][C:13](=[O:20])OCC(Cl)(Cl)Cl)=[CH:8][CH:7]=2)[CH:5]=[CH:4][N:3]=[CH:2]1.[C:21]1([C:27]2[N:31]=[C:30]([N:32]3[CH2:37][CH2:36][NH:35][CH2:34][CH2:33]3)[S:29][N:28]=2)[CH:26]=[CH:25][CH:24]=[CH:23][CH:22]=1.C(N(C(C)C)CC)(C)C.CS(C)=O. (5) Given the product [O:2]1[C:7]2[CH:8]=[CH:9][C:10]([NH:12][C:13]3[O:14][C:15]([C:18]4[CH:23]=[CH:22][CH:21]=[CH:20][C:19]=4[O:24][CH2:27][C:28]4[CH:33]=[CH:32][N:31]=[CH:30][CH:29]=4)=[CH:16][N:17]=3)=[CH:11][C:6]=2[O:5][CH2:4][CH2:3]1, predict the reactants needed to synthesize it. The reactants are: [Cl-].[O:2]1[C:7]2[CH:8]=[CH:9][C:10]([NH2+:12][C:13]3[O:14][C:15]([C:18]4[CH:23]=[CH:22][CH:21]=[CH:20][C:19]=4[OH:24])=[CH:16][N:17]=3)=[CH:11][C:6]=2[O:5][CH2:4][CH2:3]1.Br.Br[CH2:27][C:28]1[CH:33]=[CH:32][N:31]=[CH:30][CH:29]=1.C([O-])([O-])=O.[K+].[K+]. (6) Given the product [CH3:17][O:18][C:19](=[O:38])[CH2:20][C:21]1[CH:30]=[C:29]([CH:31]2[CH2:36][CH2:35][N:34]([S:51]([C:43]3[CH:44]=[C:45]([C:47]([F:48])([F:49])[F:50])[CH:46]=[C:41]([C:40]([F:39])([F:55])[F:56])[CH:42]=3)(=[O:53])=[O:52])[CH2:33][CH2:32]2)[C:28]2[C:23](=[CH:24][CH:25]=[C:26]([F:37])[CH:27]=2)[CH:22]=1, predict the reactants needed to synthesize it. The reactants are: C(N(C(C)C)CC)(C)C.FC(F)(F)C(O)=O.[CH3:17][O:18][C:19](=[O:38])[CH2:20][C:21]1[CH:30]=[C:29]([CH:31]2[CH2:36][CH2:35][NH:34][CH2:33][CH2:32]2)[C:28]2[C:23](=[CH:24][CH:25]=[C:26]([F:37])[CH:27]=2)[CH:22]=1.[F:39][C:40]([F:56])([F:55])[C:41]1[CH:42]=[C:43]([S:51](Cl)(=[O:53])=[O:52])[CH:44]=[C:45]([C:47]([F:50])([F:49])[F:48])[CH:46]=1. (7) Given the product [C:22]([O:21][C:19]([N:4]1[CH2:5][C:6]2[C:11](=[CH:10][CH:9]=[C:8]([C:12]([OH:14])=[O:13])[CH:7]=2)[C@@H:3]1[CH2:1][CH3:2])=[O:20])([CH3:25])([CH3:24])[CH3:23], predict the reactants needed to synthesize it. The reactants are: [CH2:1]([C@H:3]1[C:11]2[C:6](=[CH:7][C:8]([C:12]([O:14]CCCC)=[O:13])=[CH:9][CH:10]=2)[CH2:5][N:4]1[C:19]([O:21][C:22]([CH3:25])([CH3:24])[CH3:23])=[O:20])[CH3:2].[OH-].[Na+].Cl. (8) Given the product [CH2:23]([N:29]([C:30]1[CH:31]=[CH:32][C:33]([C:36]2[CH:41]=[CH:40][C:39]([NH:42][C:43]([C:45]3[CH:50]=[C:49]([N+:51]([O-:53])=[O:52])[CH:48]=[CH:47][C:46]=3[Cl:54])=[O:44])=[CH:38][CH:37]=2)=[CH:34][CH:35]=1)[CH2:1][CH2:2][CH3:3])[CH2:24][CH2:25][CH2:26][CH2:27][CH3:28], predict the reactants needed to synthesize it. The reactants are: [CH:1](=O)[CH2:2][CH3:3].C(O)(=O)C.C(O[BH-](OC(=O)C)OC(=O)C)(=O)C.[Na+].[CH2:23]([NH:29][C:30]1[CH:35]=[CH:34][C:33]([C:36]2[CH:41]=[CH:40][C:39]([NH:42][C:43]([C:45]3[CH:50]=[C:49]([N+:51]([O-:53])=[O:52])[CH:48]=[CH:47][C:46]=3[Cl:54])=[O:44])=[CH:38][CH:37]=2)=[CH:32][CH:31]=1)[CH2:24][CH2:25][CH2:26][CH2:27][CH3:28].C(=O)(O)[O-].[Na+].